Task: Predict which catalyst facilitates the given reaction.. Dataset: Catalyst prediction with 721,799 reactions and 888 catalyst types from USPTO (1) Reactant: [NH2:1][C:2]1[C:7]([N+:8]([O-])=O)=[CH:6][C:5]([OH:11])=[CH:4][C:3]=1[CH3:12].[H][H]. Product: [NH2:8][C:7]1[CH:6]=[C:5]([OH:11])[CH:4]=[C:3]([CH3:12])[C:2]=1[NH2:1]. The catalyst class is: 19. (2) Reactant: [OH:1][C:2]1[C:11]2[C:6](=[C:7]([CH3:12])[CH:8]=[CH:9][CH:10]=2)[C:5]([C:13]([N:15]2[CH2:20][CH2:19][O:18][CH2:17][CH2:16]2)=[O:14])=[CH:4][CH:3]=1.CCN(C(C)C)C(C)C.[O:30](S(C(F)(F)F)(=O)=O)[S:31]([C:34]([F:37])([F:36])[F:35])(=O)=[O:32]. Product: [F:35][C:34]([F:37])([F:36])[S:31]([O:1][C:2]1[C:11]2[C:6](=[C:7]([CH3:12])[CH:8]=[CH:9][CH:10]=2)[C:5]([C:13]([N:15]2[CH2:16][CH2:17][O:18][CH2:19][CH2:20]2)=[O:14])=[CH:4][CH:3]=1)(=[O:32])=[O:30]. The catalyst class is: 2. (3) Reactant: [OH:1][CH2:2][CH2:3][O:4][C:5]1[CH:10]=[CH:9][CH:8]=[CH:7][C:6]=1[C:11](=O)[CH2:12][C:13]([O:15][CH2:16][CH3:17])=[O:14].Cl.[NH2:20][CH2:21][C:22]([NH2:24])=[O:23].C(N(CC)CC)C.C(O)(=O)C.C(=O)(O)[O-].[Na+]. Product: [NH2:24][C:22](=[O:23])[CH2:21][NH:20]/[C:11](/[C:6]1[CH:7]=[CH:8][CH:9]=[CH:10][C:5]=1[O:4][CH2:3][CH2:2][OH:1])=[CH:12]\[C:13]([O:15][CH2:16][CH3:17])=[O:14]. The catalyst class is: 5. (4) Reactant: [F:1][C:2]([F:13])([F:12])[C:3]1[C:11]2[CH2:10][CH2:9][CH2:8][CH2:7][C:6]=2[NH:5][N:4]=1.C(=O)([O-])[O-].[K+].[K+].Br[C:21]1[CH:26]=[CH:25][C:24]([C:27]2[N:28]=[CH:29][N:30]([CH3:32])[CH:31]=2)=[CH:23][CH:22]=1.CN(C)CC(O)=O. Product: [CH3:32][N:30]1[CH:31]=[C:27]([C:24]2[CH:23]=[CH:22][C:21]([N:5]3[C:6]4[CH2:7][CH2:8][CH2:9][CH2:10][C:11]=4[C:3]([C:2]([F:1])([F:12])[F:13])=[N:4]3)=[CH:26][CH:25]=2)[N:28]=[CH:29]1. The catalyst class is: 156. (5) Reactant: C[O:2][C:3](=[O:15])[C:4]1[C:9]([O:10][CH3:11])=[CH:8][C:7]([O:12][CH3:13])=[N:6][C:5]=1[CH3:14].[OH-].[Li+]. Product: [CH3:11][O:10][C:9]1[C:4]([C:3]([OH:15])=[O:2])=[C:5]([CH3:14])[N:6]=[C:7]([O:12][CH3:13])[CH:8]=1. The catalyst class is: 799. (6) Reactant: [F:1][C:2]1[CH:7]=[CH:6][C:5]([CH2:8][C:9]([C:11]2[CH:16]=[CH:15][N:14]=[C:13]([F:17])[CH:12]=2)=[O:10])=[CH:4][CH:3]=1.[N:18]([O-])=[O:19].[Na+].O. Product: [F:1][C:2]1[CH:3]=[CH:4][C:5]([C:8](=[N:18][OH:19])[C:9]([C:11]2[CH:16]=[CH:15][N:14]=[C:13]([F:17])[CH:12]=2)=[O:10])=[CH:6][CH:7]=1. The catalyst class is: 15. (7) Reactant: [CH3:1][C:2]1[CH:22]=[CH:21][C:5]([C:6]([N:8]=[C:9]2[NH:13][C:12]3[CH:14]=[CH:15][C:16]([C:18](O)=[O:19])=[CH:17][C:11]=3[S:10]2)=[O:7])=[CH:4][CH:3]=1.Cl.CN.F[P-](F)(F)(F)(F)F.[N:33]1(O[P+](N(C)C)(N(C)C)N(C)C)[C:37]2C=CC=CC=2N=N1.C(N(C(C)C)CC)(C)C. Product: [CH3:37][NH:33][C:18]([C:16]1[CH:15]=[CH:14][C:12]2[N:13]=[C:9]([NH:8][C:6](=[O:7])[C:5]3[CH:4]=[CH:3][C:2]([CH3:1])=[CH:22][CH:21]=3)[S:10][C:11]=2[CH:17]=1)=[O:19]. The catalyst class is: 288. (8) Reactant: [CH:1]1([O:6][C:7]2[N:14]=[C:13]([O:15][C:16]3[CH:21]=[CH:20][C:19]([B:22]4[O:26]C(C)(C)C(C)(C)[O:23]4)=[C:18]([CH:31]=O)[CH:17]=3)[CH:12]=[CH:11][C:8]=2[C:9]#[N:10])[CH2:5][CH2:4][CH2:3][CH2:2]1.[BH4-].[Na+].Cl. Product: [CH:1]1([O:6][C:7]2[N:14]=[C:13]([O:15][C:16]3[CH:21]=[CH:20][C:19]4[B:22]([OH:26])[O:23][CH2:31][C:18]=4[CH:17]=3)[CH:12]=[CH:11][C:8]=2[C:9]#[N:10])[CH2:2][CH2:3][CH2:4][CH2:5]1. The catalyst class is: 5. (9) Reactant: C([N:5](C)[C:6]([C:8]1[CH:9]=[C:10]([CH:14]=[CH:15][CH:16]=1)[C:11](O)=[O:12])=[O:7])CCC.CCN(C(C)C)C(C)C.CN(C(ON1N=NC2C=CC=NC1=2)=[N+](C)C)C.F[P-](F)(F)(F)(F)F.[NH2:51][C@@H:52]([CH2:75][C:76]1[CH:81]=[C:80]([F:82])[CH:79]=[C:78]([F:83])[CH:77]=1)[C@@H:53]([C@H:62]1[CH2:66][C@@H:65]([OH:67])[CH2:64][N:63]1[C:68]([O:70][C:71]([CH3:74])([CH3:73])[CH3:72])=[O:69])[O:54][Si:55]([C:58]([CH3:61])([CH3:60])[CH3:59])([CH3:57])[CH3:56]. Product: [Si:55]([O:54][C@H:53]([C@H:62]1[CH2:66][C@@H:65]([OH:67])[CH2:64][N:63]1[C:68]([O:70][C:71]([CH3:73])([CH3:74])[CH3:72])=[O:69])[C@@H:52]([NH:51][C:11](=[O:12])[C:10]1[CH:14]=[CH:15][CH:16]=[C:8]([C:6](=[O:7])[NH2:5])[CH:9]=1)[CH2:75][C:76]1[CH:77]=[C:78]([F:83])[CH:79]=[C:80]([F:82])[CH:81]=1)([C:58]([CH3:59])([CH3:60])[CH3:61])([CH3:57])[CH3:56]. The catalyst class is: 4.